Dataset: Forward reaction prediction with 1.9M reactions from USPTO patents (1976-2016). Task: Predict the product of the given reaction. (1) Given the reactants [Cl:1][C:2]1[CH:3]=[C:4]([CH2:14][N:15]2[C:19]([CH3:20])=[CH:18][C:17]([NH:21][C:22]([C:24]3[CH:33]=[CH:32][C:27]([C:28](OC)=[O:29])=[CH:26][CH:25]=3)=[O:23])=[N:16]2)[C:5]2[O:9][C:8]([CH:10]([CH3:12])[CH3:11])=[CH:7][C:6]=2[CH:13]=1.[H-].[Al+3].[Li+].[H-].[H-].[H-], predict the reaction product. The product is: [Cl:1][C:2]1[CH:3]=[C:4]([CH2:14][N:15]2[C:19]([CH3:20])=[CH:18][C:17]([NH:21][C:22](=[O:23])[C:24]3[CH:25]=[CH:26][C:27]([CH2:28][OH:29])=[CH:32][CH:33]=3)=[N:16]2)[C:5]2[O:9][C:8]([CH:10]([CH3:11])[CH3:12])=[CH:7][C:6]=2[CH:13]=1. (2) Given the reactants [CH3:1][C:2]1[C:6]([C:7]2[N:12]=[C:11]([C:13]3[CH:18]=[C:17]([OH:19])[CH:16]=[CH:15][C:14]=3[C:20]([F:23])([F:22])[F:21])[N:10]=[C:9]([NH:24][CH:25]3[CH2:30][CH2:29][N:28]([C:31]([O:33][CH3:34])=[O:32])[CH2:27][CH2:26]3)[C:8]=2[CH3:35])=[C:5]([CH3:36])[O:4][N:3]=1.[N+](C1C=C(S(O[CH2:50][C@H:51]2[CH2:53][O:52]2)(=O)=O)C=CC=1)([O-])=O.C([O-])([O-])=O.[Cs+].[Cs+], predict the reaction product. The product is: [CH3:1][C:2]1[C:6]([C:7]2[N:12]=[C:11]([C:13]3[CH:18]=[C:17]([O:19][CH2:50][C@H:51]4[CH2:53][O:52]4)[CH:16]=[CH:15][C:14]=3[C:20]([F:23])([F:21])[F:22])[N:10]=[C:9]([NH:24][CH:25]3[CH2:30][CH2:29][N:28]([C:31]([O:33][CH3:34])=[O:32])[CH2:27][CH2:26]3)[C:8]=2[CH3:35])=[C:5]([CH3:36])[O:4][N:3]=1. (3) The product is: [CH3:16][S:13]([C:9]1[CH:10]=[C:11]2[C:6](=[CH:7][CH:8]=1)[N:5]=[CH:4][C:3]([CH2:2][C:19]1[CH:20]=[C:21]([CH:26]=[CH:27][N:28]=1)[C:22]([O:24][CH3:25])=[O:23])=[CH:12]2)(=[O:15])=[O:14]. Given the reactants Cl[CH2:2][C:3]1[CH:4]=[N:5][C:6]2[C:11]([CH:12]=1)=[CH:10][C:9]([S:13]([CH3:16])(=[O:15])=[O:14])=[CH:8][CH:7]=2.C[Sn](C)(C)[C:19]1[CH:20]=[C:21]([CH:26]=[CH:27][N:28]=1)[C:22]([O:24][CH3:25])=[O:23], predict the reaction product. (4) Given the reactants C[C:2]([C:7]1[CH:12]=[CH:11][CH:10]=[CH:9][CH:8]=1)(Br)[C:3]([OH:5])=[O:4].[CH2:13](N(CC)CC)C.[CH:20]1([NH2:23])[CH2:22][CH2:21]1.[Na+].[Cl-], predict the reaction product. The product is: [CH3:13][O:5][C:3](=[O:4])[CH:2]([NH:23][CH:20]1[CH2:22][CH2:21]1)[C:7]1[CH:8]=[CH:9][CH:10]=[CH:11][CH:12]=1. (5) Given the reactants C([NH:8][C@@H:9]([C@H:12]([C@@H:14]([C@@H:16]([CH2:18][OH:19])[OH:17])[OH:15])[OH:13])[CH:10]=[O:11])C1C=CC=CC=1.[ClH:20], predict the reaction product. The product is: [ClH:20].[OH:11][CH:10]1[O:17][C@H:16]([CH2:18][OH:19])[C@@H:14]([OH:15])[C@H:12]([OH:13])[C@@H:9]1[NH2:8].